This data is from Forward reaction prediction with 1.9M reactions from USPTO patents (1976-2016). The task is: Predict the product of the given reaction. (1) Given the reactants [Cl:1][C:2]1[CH:7]=[CH:6][C:5]([OH:8])=[C:4]([F:9])[CH:3]=1.F[C:11]1[CH:16]=[CH:15][C:14]([N+:17]([O-:19])=[O:18])=[CH:13][CH:12]=1.C(=O)([O-])[O-].[Na+].[Na+].O, predict the reaction product. The product is: [Cl:1][C:2]1[CH:7]=[CH:6][C:5]([O:8][C:11]2[CH:16]=[CH:15][C:14]([N+:17]([O-:19])=[O:18])=[CH:13][CH:12]=2)=[C:4]([F:9])[CH:3]=1. (2) Given the reactants [CH3:1][O:2][C:3]1[CH:4]=[C:5]2[C:10](=[CH:11][CH:12]=1)[C:9](=[S:13])[NH:8][C:7]([CH3:14])=[C:6]2[C:15]1[CH:20]=[CH:19][CH:18]=[CH:17][CH:16]=1.[H-].[Na+].I[CH3:24].[NH4+].[Cl-], predict the reaction product. The product is: [CH3:1][O:2][C:3]1[CH:4]=[C:5]2[C:10](=[CH:11][CH:12]=1)[C:9]([S:13][CH3:24])=[N:8][C:7]([CH3:14])=[C:6]2[C:15]1[CH:20]=[CH:19][CH:18]=[CH:17][CH:16]=1. (3) Given the reactants [Si]([O:8][CH2:9][C:10]1[CH:11]=[C:12]([C:19]2[S:23][C:22]([C@@:24]3([OH:36])[CH2:29][CH2:28][C@H:27]([C:30]([O:32][CH3:33])=[O:31])[C:26]([CH3:35])([CH3:34])[CH2:25]3)=[N:21][CH:20]=2)[CH:13]=[C:14]([N+:16]([O-:18])=[O:17])[CH:15]=1)(C(C)(C)C)(C)C.F.F.F.C(N(CC)CC)C, predict the reaction product. The product is: [OH:36][C@:24]1([C:22]2[S:23][C:19]([C:12]3[CH:13]=[C:14]([N+:16]([O-:18])=[O:17])[CH:15]=[C:10]([CH2:9][OH:8])[CH:11]=3)=[CH:20][N:21]=2)[CH2:29][CH2:28][C@H:27]([C:30]([O:32][CH3:33])=[O:31])[C:26]([CH3:35])([CH3:34])[CH2:25]1. (4) Given the reactants [NH2:1][C:2]1[C:3]([C:7]2[N:11]([C:12]3[CH:17]=[CH:16][C:15]([F:18])=[C:14]([Br:19])[CH:13]=3)[C:10](=[O:20])[O:9][N:8]=2)=[N:4][O:5][N:6]=1.CO[CH:23](OC)[CH2:24][NH:25][S:26]([NH:29]C(=O)OCC)(=[O:28])=[O:27].ClCCCl.FC(F)(F)C(O)=O.C([SiH](CC)CC)C, predict the reaction product. The product is: [Br:19][C:14]1[CH:13]=[C:12]([N:11]2[C:10](=[O:20])[O:9][N:8]=[C:7]2[C:3]2[C:2]([NH:1][CH2:23][CH2:24][NH:25][S:26]([NH2:29])(=[O:28])=[O:27])=[N:6][O:5][N:4]=2)[CH:17]=[CH:16][C:15]=1[F:18]. (5) The product is: [OH:1][C@H:2]([CH2:8][C:9](=[O:10])[O-:11])[CH2:3][N+:4]([CH3:7])([CH3:5])[CH3:6].[CH3:12][CH2:13][C@:14]12[CH:30]=[C:29]([C:31]([O:33][CH2:34][CH3:35])=[O:32])[N:28]3[C:20]4=[C:21]([CH2:36][CH2:37][N:18]([C@@H:19]14)[CH2:17][CH2:16][CH2:15]2)[C:22]1[CH:23]=[CH:24][CH:25]=[CH:26][C:27]=13. Given the reactants [OH:1][C@H:2]([CH2:8][C:9](=[O:11])[O-:10])[CH2:3][N+:4]([CH3:7])([CH3:6])[CH3:5].[CH3:12][CH2:13][C@:14]12[CH:30]=[C:29]([C:31]([O:33][CH2:34][CH3:35])=[O:32])[N:28]3[C:20]4=[C:21]([CH2:36][CH2:37][N:18]([C@@H:19]14)[CH2:17][CH2:16][CH2:15]2)[C:22]1[CH:23]=[CH:24][CH:25]=[CH:26][C:27]=13.C(O)C.C(OC(C1C=CC(O)=CC=1)=O)C, predict the reaction product. (6) Given the reactants [C:1]1([CH:7]([OH:13])[CH2:8][CH2:9][C:10]#[C:11][CH3:12])[CH:6]=[CH:5][CH:4]=[CH:3][CH:2]=1.[CH:14](=O)[CH2:15][CH3:16].C[Si]([O:22][S:23]([C:26]([F:29])([F:28])[F:27])(=[O:25])=[O:24])(C)C.C([O-])(O)=O.[Na+], predict the reaction product. The product is: [F:27][C:26]([F:29])([F:28])[S:23]([O:25]/[C:11](=[C:10]1/[CH:14]([CH2:15][CH3:16])[O:13][CH:7]([C:1]2[CH:6]=[CH:5][CH:4]=[CH:3][CH:2]=2)[CH2:8][CH2:9]/1)/[CH3:12])(=[O:24])=[O:22]. (7) The product is: [CH:29]1([C:32]2[O:33][C:34]([CH3:50])=[C:35]([CH2:37][CH2:38][O:15][C:12]3[CH:13]=[CH:14][C:9]([CH2:8][CH2:7][C:6]([OH:5])=[O:25])=[C:10]([CH2:16][O:17][C:18]4[CH:19]=[CH:24][CH:23]=[CH:22][CH:21]=4)[CH:11]=3)[N:36]=2)[CH2:28][CH2:27][CH2:26][CH2:31][CH2:30]1. Given the reactants C([O:5][C:6](=[O:25])[CH2:7][CH2:8][C:9]1[CH:14]=[CH:13][C:12]([OH:15])=[CH:11][C:10]=1[CH2:16][O:17][CH2:18][C:19]1[CH:24]=[CH:23][CH:22]=[CH:21]C=1)(C)(C)C.[C:26]1(C2C=CC=CC=2)[CH:31]=[CH:30][C:29]([C:32]2[O:33][C:34]([CH3:50])=[C:35]([CH2:37][CH2:38]OS(C3C=CC(C)=CC=3)(=O)=O)[N:36]=2)=[CH:28][CH:27]=1.CN(C=O)C.C(=O)([O-])[O-].[Cs+].[Cs+], predict the reaction product.